This data is from Full USPTO retrosynthesis dataset with 1.9M reactions from patents (1976-2016). The task is: Predict the reactants needed to synthesize the given product. The reactants are: [C:1]([C:4]1[N:9]=[C:8]([C:10]([O:12][CH3:13])=[O:11])[CH:7]=[CH:6][CH:5]=1)(=O)[NH2:2].P12(SP3(SP(SP(S3)(S1)=S)(=S)S2)=S)=[S:15]. Given the product [C:1]([C:4]1[N:9]=[C:8]([C:10]([O:12][CH3:13])=[O:11])[CH:7]=[CH:6][CH:5]=1)(=[S:15])[NH2:2], predict the reactants needed to synthesize it.